From a dataset of CYP1A2 inhibition data for predicting drug metabolism from PubChem BioAssay. Regression/Classification. Given a drug SMILES string, predict its absorption, distribution, metabolism, or excretion properties. Task type varies by dataset: regression for continuous measurements (e.g., permeability, clearance, half-life) or binary classification for categorical outcomes (e.g., BBB penetration, CYP inhibition). Dataset: cyp1a2_veith. (1) The compound is O=C(O)CN(CCOCCOCCN(CC(=O)O)CC(=O)O)CC(=O)O. The result is 0 (non-inhibitor). (2) The molecule is O=S(=O)(O)c1ccc(N=Nc2ccccc2)cc1. The result is 0 (non-inhibitor). (3) The compound is Cc1cccc(NC(=O)c2cc(=O)c3ccccc3o2)n1. The result is 1 (inhibitor). (4) The molecule is COc1ccc(-c2nc3cnc(OC)nc3n(C3CC3)c2=O)cc1. The result is 1 (inhibitor). (5) The compound is COc1cccc(-c2nnc3sc(-c4ccc(C)cc4)nn23)c1. The result is 1 (inhibitor). (6) The molecule is COc1ccc(C(=O)N2CCC[C@@]3(CCN(c4ccccc4)C3)C2)cc1. The result is 1 (inhibitor). (7) The drug is c1cncc(CNc2ncncc2-c2ccoc2)c1. The result is 1 (inhibitor). (8) The molecule is O=C(NCCCn1ccnc1)Nc1ccc(Cl)cc1. The result is 1 (inhibitor). (9) The molecule is CN(C)CC/C=C1\c2ccccc2CSc2ccccc21. The result is 0 (non-inhibitor).